This data is from Peptide-MHC class I binding affinity with 185,985 pairs from IEDB/IMGT. The task is: Regression. Given a peptide amino acid sequence and an MHC pseudo amino acid sequence, predict their binding affinity value. This is MHC class I binding data. The peptide sequence is LEYDFNKLL. The MHC is H-2-Kb with pseudo-sequence H-2-Kb. The binding affinity (normalized) is 0.430.